The task is: Predict the reactants needed to synthesize the given product.. This data is from Full USPTO retrosynthesis dataset with 1.9M reactions from patents (1976-2016). (1) Given the product [F:1][C:2]([F:7])([F:6])[C:3]([OH:5])=[O:4].[Cl:15][C:16]1[CH:17]=[N:18][C:19]2[NH:20][C:21]3[CH:22]=[CH:23][CH:24]=[C:25]([CH:47]=3)[CH2:26][CH2:27][C:28]3[CH:36]=[C:32]([NH:33][C:34]=1[N:35]=2)[CH:31]=[CH:30][C:29]=3[NH:37][C:38](=[O:46])[CH2:39][C@@H:40]1[CH2:45][CH2:44][CH2:43][N:42]([C:55]([NH:54][C:48]2[CH:53]=[CH:52][CH:51]=[CH:50][CH:49]=2)=[O:56])[CH2:41]1, predict the reactants needed to synthesize it. The reactants are: [F:1][C:2]([F:7])([F:6])[C:3]([OH:5])=[O:4].FC(F)(F)C(O)=O.[Cl:15][C:16]1[CH:17]=[N:18][C:19]2[NH:20][C:21]3[CH:22]=[CH:23][CH:24]=[C:25]([CH:47]=3)[CH2:26][CH2:27][C:28]3[CH:36]=[C:32]([NH:33][C:34]=1[N:35]=2)[CH:31]=[CH:30][C:29]=3[NH:37][C:38](=[O:46])[CH2:39][C@@H:40]1[CH2:45][CH2:44][CH2:43][NH:42][CH2:41]1.[C:48]1([N:54]=[C:55]=[O:56])[CH:53]=[CH:52][CH:51]=[CH:50][CH:49]=1. (2) Given the product [Br:1][C:2]1[CH:3]=[C:4]([S:8][CH2:9][CH:13]([OH:28])[CH3:15])[CH:5]=[N:6][CH:7]=1, predict the reactants needed to synthesize it. The reactants are: [Br:1][C:2]1[CH:3]=[C:4]([S:8][CH:9]([CH3:13])CNC)[CH:5]=[N:6][CH:7]=1.O=[C:15](O)[C@@H]([C@H]([C@H]([C@@H](C(O)=O)O)O)O)O.[OH2:28].O=C(O)[C@@H]([C@H]([C@H]([C@@H](C(O)=O)O)O)O)O.BrC1C=C(SC(C)CNC)C=NC=1.BrC1C=C(SC(C)CNC)C=NC=1. (3) Given the product [CH3:11][C:8]1[N:9]=[CH:10][C:5]([O:4][C:3]2[CH:12]=[CH:13][C:14]([NH2:16])=[CH:15][C:2]=2[CH3:1])=[CH:6][CH:7]=1, predict the reactants needed to synthesize it. The reactants are: [CH3:1][C:2]1[CH:15]=[C:14]([N+:16]([O-])=O)[CH:13]=[CH:12][C:3]=1[O:4][C:5]1[CH:6]=[CH:7][C:8]([CH3:11])=[N:9][CH:10]=1. (4) Given the product [Cl:1][C:2]1[NH:10][C:9]2[C:8](=[O:14])[NH:7][C:6](=[O:15])[N:5]([CH2:16][C:17]#[N:18])[C:4]=2[N:3]=1, predict the reactants needed to synthesize it. The reactants are: [Cl:1][C:2]1[N:10](CC=C)[C:9]2[C:8](=[O:14])[NH:7][C:6](=[O:15])[N:5]([CH2:16][C:17]#[N:18])[C:4]=2[N:3]=1.N1CCOCC1.Cl.C(Cl)(Cl)Cl. (5) The reactants are: [C:1]1([CH:7]([C:19]2[CH:24]=[CH:23][CH:22]=[CH:21][CH:20]=2)[CH2:8][N:9](C2C=CC=CC=2)[C:10](=[O:12])[O-])[CH:6]=[CH:5][CH:4]=[CH:3][CH:2]=1.[OH:25][C:26]([C:28]1([C:34]2[CH:39]=[CH:38][CH:37]=[CH:36][CH:35]=2)[CH2:33][CH2:32][NH:31][CH2:30][CH2:29]1)=[O:27].C1CCN2C(=NCCC2)CC1. Given the product [C:19]1([CH:7]([C:1]2[CH:2]=[CH:3][CH:4]=[CH:5][CH:6]=2)[CH2:8][NH:9][C:10]([N:31]2[CH2:32][CH2:33][C:28]([C:26]([OH:27])=[O:25])([C:34]3[CH:39]=[CH:38][CH:37]=[CH:36][CH:35]=3)[CH2:29][CH2:30]2)=[O:12])[CH:20]=[CH:21][CH:22]=[CH:23][CH:24]=1, predict the reactants needed to synthesize it.